Dataset: Peptide-MHC class II binding affinity with 134,281 pairs from IEDB. Task: Regression. Given a peptide amino acid sequence and an MHC pseudo amino acid sequence, predict their binding affinity value. This is MHC class II binding data. (1) The peptide sequence is GINTRNMTMSMSMIL. The MHC is H-2-IEd with pseudo-sequence H-2-IEd. The binding affinity (normalized) is 0.254. (2) The peptide sequence is DRPRFDNTYNIADAARHY. The MHC is DRB1_0101 with pseudo-sequence DRB1_0101. The binding affinity (normalized) is 0.339.